From a dataset of Reaction yield outcomes from USPTO patents with 853,638 reactions. Predict the reaction yield, written as a fraction of the theoretical maximum amount of product (1.0 means a 100% yield; for example, 0.34 means a 34% yield). The reactants are B(F)(F)F.CCOCC.O[C:11]([C:27]1[CH:32]=[CH:31][CH:30]=[CH:29][CH:28]=1)([CH2:18][C:19]1[CH:24]=[CH:23][C:22]([O:25][CH3:26])=[CH:21][CH:20]=1)[CH2:12][C:13]([O:15][CH2:16][CH3:17])=[O:14].C([SiH](CC)CC)C. The product is [CH3:26][O:25][C:22]1[CH:21]=[CH:20][C:19]([CH2:18][CH:11]([C:27]2[CH:28]=[CH:29][CH:30]=[CH:31][CH:32]=2)[CH2:12][C:13]([O:15][CH2:16][CH3:17])=[O:14])=[CH:24][CH:23]=1. The catalyst is C(Cl)Cl.CCO.[Pd]. The yield is 0.910.